This data is from Catalyst prediction with 721,799 reactions and 888 catalyst types from USPTO. The task is: Predict which catalyst facilitates the given reaction. Reactant: [Cl:1][C:2]1[CH:3]=[C:4]([N:9]2[CH2:18][CH2:17][C:16]3[C:11](=[CH:12][CH:13]=[C:14]([O:19]CC4C=CC=CC=4)[CH:15]=3)[CH:10]2[CH2:27][C:28]2[CH:33]=[CH:32][C:31]([O:34][CH2:35][CH2:36][CH:37]3[CH2:42][CH2:41][CH2:40][CH2:39][NH:38]3)=[CH:30][CH:29]=2)[CH:5]=[CH:6][C:7]=1[Cl:8]. Product: [Cl:1][C:2]1[CH:3]=[C:4]([N:9]2[CH2:18][CH2:17][C:16]3[C:11](=[CH:12][CH:13]=[C:14]([OH:19])[CH:15]=3)[CH:10]2[CH2:27][C:28]2[CH:33]=[CH:32][C:31]([O:34][CH2:35][CH2:36][CH:37]3[CH2:42][CH2:41][CH2:40][CH2:39][NH:38]3)=[CH:30][CH:29]=2)[CH:5]=[CH:6][C:7]=1[Cl:8]. The catalyst class is: 13.